From a dataset of Reaction yield outcomes from USPTO patents with 853,638 reactions. Predict the reaction yield, written as a fraction of the theoretical maximum amount of product (1.0 means a 100% yield; for example, 0.34 means a 34% yield). The reactants are C(O)(=O)C.O.[Br:6][C:7]1[CH:12]=[C:11]([O:13][C:14]2[CH:19]=[CH:18][CH:17]=[CH:16][C:15]=2[O:20][CH3:21])[C:10]([N+:22]([O-])=O)=[CH:9][C:8]=1[F:25]. The catalyst is C(OCC)(=O)C. The product is [Br:6][C:7]1[C:8]([F:25])=[CH:9][C:10]([NH2:22])=[C:11]([O:13][C:14]2[CH:19]=[CH:18][CH:17]=[CH:16][C:15]=2[O:20][CH3:21])[CH:12]=1. The yield is 1.00.